This data is from NCI-60 drug combinations with 297,098 pairs across 59 cell lines. The task is: Regression. Given two drug SMILES strings and cell line genomic features, predict the synergy score measuring deviation from expected non-interaction effect. (1) Drug 1: CCCCC(=O)OCC(=O)C1(CC(C2=C(C1)C(=C3C(=C2O)C(=O)C4=C(C3=O)C=CC=C4OC)O)OC5CC(C(C(O5)C)O)NC(=O)C(F)(F)F)O. Drug 2: CC1=C(C(=O)C2=C(C1=O)N3CC4C(C3(C2COC(=O)N)OC)N4)N. Cell line: SF-268. Synergy scores: CSS=44.9, Synergy_ZIP=-14.9, Synergy_Bliss=-8.94, Synergy_Loewe=-13.5, Synergy_HSA=-5.33. (2) Drug 1: C1=CC(=CC=C1CCCC(=O)O)N(CCCl)CCCl. Drug 2: CCC1(C2=C(COC1=O)C(=O)N3CC4=CC5=C(C=CC(=C5CN(C)C)O)N=C4C3=C2)O.Cl. Cell line: NCIH23. Synergy scores: CSS=44.7, Synergy_ZIP=-7.15, Synergy_Bliss=-8.24, Synergy_Loewe=-5.88, Synergy_HSA=-4.78.